Dataset: Full USPTO retrosynthesis dataset with 1.9M reactions from patents (1976-2016). Task: Predict the reactants needed to synthesize the given product. (1) Given the product [CH2:1]([NH:8][C:9]1[CH:14]=[CH:13][C:12]([C:15]2[O:16][C:17]3[CH:23]=[CH:22][CH:21]=[CH:20][C:18]=3[N:19]=2)=[CH:11][C:10]=1[NH2:24])[C:2]1[CH:3]=[CH:4][CH:5]=[CH:6][CH:7]=1, predict the reactants needed to synthesize it. The reactants are: [CH2:1]([NH:8][C:9]1[CH:14]=[CH:13][C:12]([C:15]2[O:16][C:17]3[CH:23]=[CH:22][CH:21]=[CH:20][C:18]=3[N:19]=2)=[CH:11][C:10]=1[N+:24]([O-])=O)[C:2]1[CH:7]=[CH:6][CH:5]=[CH:4][CH:3]=1.C(O)(=O)C.C(O)C.C(=O)([O-])O.[Na+]. (2) Given the product [CH2:28]([C:9]1[C:10]2[C:15](=[CH:14][CH:13]=[CH:12][C:11]=2[NH:16][C:17]([C:19]2[N:23]3[CH:24]=[CH:25][CH:26]=[CH:27][C:22]3=[N:21][CH:20]=2)=[O:18])[N:7]([CH2:6][C:3]2[N:2]([CH2:36][CH3:37])[N:1]=[CH:5][CH:4]=2)[N:8]=1)[CH3:29], predict the reactants needed to synthesize it. The reactants are: [NH:1]1[CH:5]=[CH:4][C:3]([CH2:6][N:7]2[C:15]3[C:10](=[C:11]([NH:16][C:17]([C:19]4[N:23]5[CH:24]=[CH:25][CH:26]=[CH:27][C:22]5=[N:21][CH:20]=4)=[O:18])[CH:12]=[CH:13][CH:14]=3)[C:9]([CH2:28][CH3:29])=[N:8]2)=[N:2]1.CN(C=O)C.Br[CH2:36][CH3:37].O.[OH-].[Cs+].